Predict the reaction yield, written as a fraction of the theoretical maximum amount of product (1.0 means a 100% yield; for example, 0.34 means a 34% yield). From a dataset of Reaction yield outcomes from USPTO patents with 853,638 reactions. (1) The reactants are [F:1][C:2]1[CH:19]=[CH:18][C:17]([F:20])=[CH:16][C:3]=1[CH2:4][N:5]1[CH2:10][CH2:9][NH:8][C:7]2[N:11]=[CH:12][C:13](I)=[CH:14][C:6]1=2.[CH2:21]([O:23][C:24](=[O:39])[C:25]1[CH:30]=[C:29](B2OC(C)(C)C(C)O2)[CH:28]=[N:27][CH:26]=1)[CH3:22]. No catalyst specified. The product is [CH2:21]([O:23][C:24](=[O:39])[C:25]1[CH:30]=[C:29]([C:13]2[CH:12]=[N:11][C:7]3[NH:8][CH2:9][CH2:10][N:5]([CH2:4][C:3]4[CH:16]=[C:17]([F:20])[CH:18]=[CH:19][C:2]=4[F:1])[C:6]=3[CH:14]=2)[CH:28]=[N:27][CH:26]=1)[CH3:22]. The yield is 0.290. (2) The reactants are [NH2:1][CH2:2][CH2:3][C:4]1[N:5]([CH:32]([C:39]2[CH:44]=[CH:43][CH:42]=[CH:41][CH:40]=2)[C:33]2[CH:38]=[CH:37][CH:36]=[CH:35][CH:34]=2)[C:6]2[C:11]([C:12]=1[CH2:13][CH2:14][S:15]([C:18]1[CH:23]=[CH:22][C:21]([CH2:24][CH2:25][C:26]([O:28][CH2:29][CH3:30])=[O:27])=[CH:20][CH:19]=1)(=[O:17])=[O:16])=[CH:10][C:9]([Cl:31])=[CH:8][CH:7]=2.[F:45][C:46]([F:60])([F:59])[C:47]1[CH:52]=[CH:51][CH:50]=[CH:49][C:48]=1[CH:53]([S:55](Cl)(=[O:57])=[O:56])[CH3:54]. No catalyst specified. The product is [CH2:29]([O:28][C:26](=[O:27])[CH2:25][CH2:24][C:21]1[CH:22]=[CH:23][C:18]([S:15]([CH2:14][CH2:13][C:12]2[C:11]3[C:6](=[CH:7][CH:8]=[C:9]([Cl:31])[CH:10]=3)[N:5]([CH:32]([C:33]3[CH:34]=[CH:35][CH:36]=[CH:37][CH:38]=3)[C:39]3[CH:40]=[CH:41][CH:42]=[CH:43][CH:44]=3)[C:4]=2[CH2:3][CH2:2][NH:1][S:55]([CH:53]([C:48]2[CH:49]=[CH:50][CH:51]=[CH:52][C:47]=2[C:46]([F:45])([F:59])[F:60])[CH3:54])(=[O:57])=[O:56])(=[O:16])=[O:17])=[CH:19][CH:20]=1)[CH3:30]. The yield is 0.400. (3) The reactants are C[O:2][C:3]([C:5]1[CH:15]=[CH:14][C:8]2[O:9][C:10]([F:13])([F:12])[O:11][C:7]=2[CH:6]=1)=O.[H-].[Al+3].[Li+].[H-].[H-].[H-].O.[OH-].[Na+]. The catalyst is O1CCCC1. The product is [F:13][C:10]1([F:12])[O:9][C:8]2[CH:14]=[CH:15][C:5]([CH2:3][OH:2])=[CH:6][C:7]=2[O:11]1. The yield is 0.760. (4) The catalyst is O. The yield is 0.130. The product is [F:1][C:2]1[CH:3]=[C:4]([F:19])[C:5]2[O:9][C:8]([C:10]3[CH:11]=[CH:12][C:13]([OH:16])=[CH:14][CH:15]=3)=[CH:7][C:6]=2[CH:18]=1. The reactants are [F:1][C:2]1[CH:3]=[C:4]([F:19])[C:5]2[O:9][C:8]([C:10]3[CH:15]=[CH:14][C:13]([O:16]C)=[CH:12][CH:11]=3)=[CH:7][C:6]=2[CH:18]=1.Cl.N1C=CC=CC=1. (5) The yield is 0.390. The catalyst is CN(C)C=O.C(=CC(C=CC1C=CC=CC=1)=O)C1C=CC=CC=1.C(=CC(C=CC1C=CC=CC=1)=O)C1C=CC=CC=1.[Pd]. The product is [CH3:15][O:14][C:13]1[CH:12]=[CH:11][C:4]([CH2:5][N:6]2[CH:10]=[N:9][CH:8]=[N:7]2)=[CH:3][C:2]=1[C:22]1[CH:23]=[CH:24][C:17]2[C:18]([CH:21]=1)=[N:19][O:20][N:16]=2. The reactants are Br[C:2]1[CH:3]=[C:4]([CH:11]=[CH:12][C:13]=1[O:14][CH3:15])[CH2:5][N:6]1[CH:10]=[N:9][CH:8]=[N:7]1.[N:16]1[O:20][N:19]=[C:18]2[CH:21]=[C:22](B(O)O)[CH:23]=[CH:24][C:17]=12.C1(P(C2C=CC=CC=2)C2C=CC=CC=2)C=CC=CC=1.C(=O)([O-])[O-].[Cs+].[Cs+]. (6) The reactants are CS(O[CH2:6][CH2:7][O:8][C@H:9]1[CH2:14][CH2:13][C@H:12]([N:15]2[C:20](=[O:21])[C:19]([CH2:22][C:23]3[CH:28]=[CH:27][C:26]([C:29]4[CH:34]=[CH:33][CH:32]=[CH:31][C:30]=4[C:35]#[N:36])=[CH:25][CH:24]=3)=[C:18]([CH2:37][CH2:38][CH3:39])[N:17]3[N:40]=[CH:41][N:42]=[C:16]23)[CH2:11][CH2:10]1)(=O)=O.[CH3:43][C@H:44]1[O:49][C@@H:48]([CH3:50])[CH2:47][NH:46][CH2:45]1.[I-].[Na+]. The catalyst is O1CCCC1. The product is [CH3:50][C@H:48]1[O:49][C@@H:44]([CH3:43])[CH2:45][N:46]([CH2:6][CH2:7][O:8][C@H:9]2[CH2:14][CH2:13][C@H:12]([N:15]3[C:20](=[O:21])[C:19]([CH2:22][C:23]4[CH:28]=[CH:27][C:26]([C:29]5[C:30]([C:35]#[N:36])=[CH:31][CH:32]=[CH:33][CH:34]=5)=[CH:25][CH:24]=4)=[C:18]([CH2:37][CH2:38][CH3:39])[N:17]4[N:40]=[CH:41][N:42]=[C:16]34)[CH2:11][CH2:10]2)[CH2:47]1. The yield is 0.960. (7) The reactants are [O:1]1CCCO[CH:2]1[C:7]1[CH:8]=[CH:9][C:10]([C:13]2[S:21][C:20]3[C:15](=[N:16][CH:17]=[CH:18][C:19]=3[O:22][C:23]3[CH:28]=[CH:27][C:26]([N+:29]([O-:31])=[O:30])=[CH:25][C:24]=3[F:32])[CH:14]=2)=[N:11][CH:12]=1.ClC1C=CN=C2C=C(C3C=CC(C=O)=CN=3)SC=12.C(=O)([O-])[O-].[Na+].[Na+].C(=O)([O-])[O-].[K+].[K+]. No catalyst specified. The product is [F:32][C:24]1[CH:25]=[C:26]([N+:29]([O-:31])=[O:30])[CH:27]=[CH:28][C:23]=1[O:22][C:19]1[CH:18]=[CH:17][N:16]=[C:15]2[CH:14]=[C:13]([C:10]3[CH:9]=[CH:8][C:7]([CH:2]=[O:1])=[CH:12][N:11]=3)[S:21][C:20]=12. The yield is 0.550.